Dataset: Catalyst prediction with 721,799 reactions and 888 catalyst types from USPTO. Task: Predict which catalyst facilitates the given reaction. Reactant: CC1(C)COB([C:8]2[C:9]([F:28])=[CH:10][C:11]([F:27])=[C:12]([C@:14]3([CH3:26])[C:20]([F:22])([F:21])[C:19]([CH3:24])([CH3:23])[O:18][CH2:17][C:16](=[O:25])[NH:15]3)[CH:13]=2)OC1.Cl[C:31]1[O:32][C:33]2[CH:39]=[C:38]([F:40])[C:37]([F:41])=[CH:36][C:34]=2[N:35]=1. Product: [F:41][C:37]1[C:38]([F:40])=[CH:39][C:33]2[O:32][C:31]([C:8]3[C:9]([F:28])=[CH:10][C:11]([F:27])=[C:12]([C@:14]4([CH3:26])[C:20]([F:21])([F:22])[C:19]([CH3:24])([CH3:23])[O:18][CH2:17][C:16](=[O:25])[NH:15]4)[CH:13]=3)=[N:35][C:34]=2[CH:36]=1. The catalyst class is: 45.